Dataset: Reaction yield outcomes from USPTO patents with 853,638 reactions. Task: Predict the reaction yield, written as a fraction of the theoretical maximum amount of product (1.0 means a 100% yield; for example, 0.34 means a 34% yield). (1) The catalyst is C(Cl)Cl. The product is [CH2:12]([O:19][C:20](=[O:30])[NH:21][CH2:22][C@H:23]1[CH2:28][CH2:27][C@@H:26]([NH:29][C:2]2[N:7]=[C:6]([N:8]([CH3:10])[CH3:9])[CH:5]=[C:4]([CH3:11])[N:3]=2)[CH2:25][CH2:24]1)[C:13]1[CH:14]=[CH:15][CH:16]=[CH:17][CH:18]=1. The yield is 0.860. The reactants are Cl[C:2]1[N:7]=[C:6]([N:8]([CH3:10])[CH3:9])[CH:5]=[C:4]([CH3:11])[N:3]=1.[CH2:12]([O:19][C:20](=[O:30])[NH:21][CH2:22][C@H:23]1[CH2:28][CH2:27][C@@H:26]([NH2:29])[CH2:25][CH2:24]1)[C:13]1[CH:18]=[CH:17][CH:16]=[CH:15][CH:14]=1.CCN(C(C)C)C(C)C.CC(O)(C)C. (2) The reactants are C(O[C:4]1[O:8][C:7]([CH2:9][CH2:10][C:11]([O:13][CH3:14])=[O:12])=[N:6][CH:5]=1)C.[C:15]1(=O)[O:20][C:18](=[O:19])[CH:17]=C1.C[Si](C=[N+]=[N-])(C)C.[CH2:29]([O:31][CH2:32][CH3:33])C.Cl.C[OH:36]. No catalyst specified. The product is [OH:8][C:4]1[C:17]([C:18]([O:20][CH3:15])=[O:19])=[C:33]([C:32]([O:31][CH3:29])=[O:36])[C:7]([CH2:9][CH2:10][C:11]([O:13][CH3:14])=[O:12])=[N:6][CH:5]=1. The yield is 0.300. (3) The reactants are [NH2:1][C:2]1[CH:7]=[CH:6][NH:5][C:4](=[O:8])[CH:3]=1.[H-].[Na+].Br[CH2:12][CH2:13][O:14][Si:15]([C:18]([CH3:21])([CH3:20])[CH3:19])([CH3:17])[CH3:16].O. The catalyst is CN(C=O)C. The product is [NH2:1][C:2]1[CH:7]=[CH:6][N:5]([CH2:12][CH2:13][O:14][Si:15]([C:18]([CH3:21])([CH3:20])[CH3:19])([CH3:17])[CH3:16])[C:4](=[O:8])[CH:3]=1. The yield is 0.410. (4) The yield is 0.570. No catalyst specified. The product is [OH:1][CH:2]1[C:10]([CH3:11])([CH3:12])[CH2:9][C:8]2[N:7]([C:17]3[CH:22]=[C:21]([I:23])[CH:20]=[CH:19][N:18]=3)[N:6]=[C:5]([C:13]([OH:15])=[O:14])[C:4]=2[CH2:3]1. The reactants are [OH:1][CH:2]1[C:10]([CH3:12])([CH3:11])[CH2:9][C:8]2[NH:7][N:6]=[C:5]([C:13]([OH:15])=[O:14])[C:4]=2[CH2:3]1.F[C:17]1[CH:22]=[C:21]([I:23])[CH:20]=[CH:19][N:18]=1. (5) The reactants are [CH3:1][N:2]([CH2:9][CH2:10][OH:11])[C:3]1[CH:8]=[CH:7][CH:6]=[CH:5][N:4]=1.F[C:13]1[CH:20]=[CH:19][C:16]([CH:17]=[O:18])=[CH:15][CH:14]=1.CS(C)=O.CN(C)C=O. The catalyst is O1CCCC1. The product is [CH3:1][N:2]([CH2:9][CH2:10][O:11][C:13]1[CH:20]=[CH:19][C:16]([CH:17]=[O:18])=[CH:15][CH:14]=1)[C:3]1[CH:8]=[CH:7][CH:6]=[CH:5][N:4]=1. The yield is 0.880.